From a dataset of Full USPTO retrosynthesis dataset with 1.9M reactions from patents (1976-2016). Predict the reactants needed to synthesize the given product. (1) The reactants are: [CH3:1][N:2]1[C:10]2[C:5](=[CH:6][C:7]([NH2:11])=[CH:8][CH:9]=2)[CH:4]=[N:3]1.C([N:19]1[CH:23]=[CH:22][N:21]=[CH:20]1)([N:19]1[CH:23]=[CH:22][N:21]=[CH:20]1)=O.[NH2:24][C:25]1[CH:39]=[CH:38][C:28]([O:29][C:30]2[CH:31]=CC(C#N)=N[CH:35]=2)=[CH:27][CH:26]=1.C1C[O:43][CH2:42]C1. Given the product [C:23]([C:22]1[CH:31]=[C:30]([O:29][C:28]2[CH:38]=[CH:39][C:25]([NH:24][C:42]([NH:11][C:7]3[CH:6]=[C:5]4[C:10](=[CH:9][CH:8]=3)[N:2]([CH3:1])[N:3]=[CH:4]4)=[O:43])=[CH:26][CH:27]=2)[CH:35]=[CH:20][N:21]=1)#[N:19], predict the reactants needed to synthesize it. (2) Given the product [CH3:8][C:9]1([CH3:22])[CH:11](/[CH:12]=[C:13](/[C:14]#[N:15])\[CH3:17])[CH:10]1[C:18]([O:20][CH3:21])=[O:19], predict the reactants needed to synthesize it. The reactants are: [Cl-].[NH+]1C=CC=CC=1.[CH3:8][C:9]1([CH3:22])[C@@H:11](/[CH:12]=[C:13](\[CH3:17])/[CH:14]=[N:15]O)[C@@H:10]1[C:18]([O:20][CH3:21])=[O:19].C(OC(=O)C)(=O)C.S(=O)(=O)(O)O.